From a dataset of Forward reaction prediction with 1.9M reactions from USPTO patents (1976-2016). Predict the product of the given reaction. (1) Given the reactants [Br:1][C:2]1[CH:3]=[C:4]([C:8](=[O:13])C(F)(F)F)[N:5]([CH3:7])[CH:6]=1.Cl.[OH-].[NH4+:16], predict the reaction product. The product is: [Br:1][C:2]1[CH:3]=[C:4]([C:8]([NH2:16])=[O:13])[N:5]([CH3:7])[CH:6]=1. (2) Given the reactants [Si:1]([O:8][CH2:9][C:10]1([CH3:38])[S:16][CH2:15][CH2:14][N:13]2[C:17]([C:20]3([C:23]4[CH:28]=[CH:27][C:26](B5OC(C)(C)C(C)(C)O5)=[CH:25][CH:24]=4)[CH2:22][CH2:21]3)=[N:18][N:19]=[C:12]2[CH2:11]1)([C:4]([CH3:7])([CH3:6])[CH3:5])([CH3:3])[CH3:2].Cl[C:40]1[N:45]=[CH:44][CH:43]=[CH:42][N:41]=1.C(=O)([O-])[O-].[K+].[K+].C(=O)([O-])O.[Na+], predict the reaction product. The product is: [Si:1]([O:8][CH2:9][C:10]1([CH3:38])[S:16][CH2:15][CH2:14][N:13]2[C:17]([C:20]3([C:23]4[CH:28]=[CH:27][C:26]([C:40]5[N:45]=[CH:44][CH:43]=[CH:42][N:41]=5)=[CH:25][CH:24]=4)[CH2:22][CH2:21]3)=[N:18][N:19]=[C:12]2[CH2:11]1)([C:4]([CH3:7])([CH3:6])[CH3:5])([CH3:3])[CH3:2]. (3) Given the reactants [CH3:1][O:2][C:3]1[CH:8]=[CH:7][C:6]([NH:9][C:10]2[C:19]3[C:14](=[CH:15][CH:16]=[C:17]([C:20](=[O:23])[NH:21][CH3:22])[CH:18]=3)[N:13]=[CH:12][C:11]=2[C:24]([OH:26])=[O:25])=[CH:5][CH:4]=1.Cl.[CH2:28]([N:30]=[C:31]=[N:32][CH2:33][CH2:34]CN(C)C)[CH3:29].OC1C2N=NNC=2C=CC=1.C(N(CC)CC)C.OCCC1NC=CN=1, predict the reaction product. The product is: [CH3:1][O:2][C:3]1[CH:8]=[CH:7][C:6]([NH:9][C:10]2[C:19]3[C:14](=[CH:15][CH:16]=[C:17]([C:20](=[O:23])[NH:21][CH3:22])[CH:18]=3)[N:13]=[CH:12][C:11]=2[C:24]([O:26][CH2:34][CH2:33][N:32]2[CH:29]=[CH:28][N:30]=[CH:31]2)=[O:25])=[CH:5][CH:4]=1.